From a dataset of Catalyst prediction with 721,799 reactions and 888 catalyst types from USPTO. Predict which catalyst facilitates the given reaction. (1) Reactant: [NH:1]1[CH:5]=[CH:4][CH:3]=[N:2]1.O1CCCC1.[H-].[Na+].[CH:13]([C:17]1[C:18]([Cl:28])=[N:19][C:20](S(C)(=O)=O)=[N:21][C:22]=1[CH3:23])([CH2:15][CH3:16])[CH3:14]. Product: [CH:13]([C:17]1[C:18]([Cl:28])=[N:19][C:20]([N:1]2[CH:5]=[CH:4][CH:3]=[N:2]2)=[N:21][C:22]=1[CH3:23])([CH2:15][CH3:16])[CH3:14]. The catalyst class is: 6. (2) Product: [Cl:22][CH2:1][C:2]1[N:3]=[C:4]([C:13]2[CH:18]=[CH:17][CH:16]=[CH:15][CH:14]=2)[O:5][C:6]=1[C:7]1[CH:12]=[CH:11][CH:10]=[CH:9][CH:8]=1. Reactant: [CH3:1][C:2]1[N+:3]([O-])=[C:4]([C:13]2[CH:18]=[CH:17][CH:16]=[CH:15][CH:14]=2)[O:5][C:6]=1[C:7]1[CH:12]=[CH:11][CH:10]=[CH:9][CH:8]=1.P(Cl)(Cl)([Cl:22])=O.[NH4+].[OH-]. The catalyst class is: 22. (3) Reactant: [CH3:1][CH:2]([CH3:21])[CH2:3][C@@H:4]([CH2:9][C:10](=[O:20])[NH:11][C@H](C1C=CC=CC=1)C)[CH2:5][C:6]([OH:8])=[O:7].C(N(CC)CC)C.C(Cl)(=O)C(C)(C)C.[C:36]1([C@@H:42]([NH:44]C(=O)C[C@H](CC(C)C)CC(N)=O)[CH3:43])[CH:41]=[CH:40][CH:39]=[CH:38][CH:37]=1. Product: [CH2:3]([C@@H:4]([CH2:5][C:6]([OH:8])=[O:7])[CH2:9][C:10]([NH2:11])=[O:20])[CH:2]([CH3:21])[CH3:1].[C:36]1([C@@H:42]([NH-:44])[CH3:43])[CH:41]=[CH:40][CH:39]=[CH:38][CH:37]=1. The catalyst class is: 2.